The task is: Binary Classification. Given a miRNA mature sequence and a target amino acid sequence, predict their likelihood of interaction.. This data is from Experimentally validated miRNA-target interactions with 360,000+ pairs, plus equal number of negative samples. The miRNA is hsa-miR-1237-3p with sequence UCCUUCUGCUCCGUCCCCCAG. The protein sequence of the target gene is MRGYLVAIFLSAVFLYYVLHCILWGTNVYWVAPVEMKRRNKIQPCLSKPAFASLLRFHQFHPFLCAADFRKIASLYGSDKFDLPYGMRTSAEYFRLALSKLQSCDLFDEFDNIPCKKCVVVGNGGVLKNKTLGEKIDSYDVIIRMNNGPVLGHEEEVGRRTTFRLFYPESVFSDPIHNDPNTTVILTAFKPHDLRWLLELLMGDKINTNGFWKKPALNLIYKPYQIRILDPFIIRTAAYELLHFPKVFPKNQKPKHPTTGIIAITLAFYICHEVHLAGFKYNFSDLKSPLHYYGNATMSL.... Result: 1 (interaction).